Dataset: Forward reaction prediction with 1.9M reactions from USPTO patents (1976-2016). Task: Predict the product of the given reaction. (1) Given the reactants [Br:1][C:2]1[CH:3]=[C:4]([CH2:8][CH2:9][OH:10])[CH:5]=[CH:6][CH:7]=1.N1C=CN=C1.[Si:16](Cl)([C:19]([CH3:22])([CH3:21])[CH3:20])([CH3:18])[CH3:17], predict the reaction product. The product is: [Br:1][C:2]1[CH:3]=[C:4]([CH:5]=[CH:6][CH:7]=1)[CH2:8][CH2:9][O:10][Si:16]([C:19]([CH3:22])([CH3:21])[CH3:20])([CH3:18])[CH3:17]. (2) Given the reactants [N:1]1([C:7]2[C:8]([CH2:13][NH2:14])=[N:9][CH:10]=[CH:11][CH:12]=2)[CH2:6][CH2:5][O:4][CH2:3][CH2:2]1.[CH3:15][C:16]1[C:17]([CH:23]=O)=[N:18][CH:19]=[C:20]([CH3:22])[CH:21]=1.[BH-](OC(C)=O)(OC(C)=O)OC(C)=O.[Na+], predict the reaction product. The product is: [CH3:15][C:16]1[C:17]([CH2:23][NH:14][CH2:13][C:8]2[C:7]([N:1]3[CH2:2][CH2:3][O:4][CH2:5][CH2:6]3)=[CH:12][CH:11]=[CH:10][N:9]=2)=[N:18][CH:19]=[C:20]([CH3:22])[CH:21]=1. (3) Given the reactants [C:1]([C:5]1[CH:6]=[C:7]2[C:12](=[CH:13][CH:14]=1)[N+:11]([O-])=[CH:10][CH:9]=[CH:8]2)([CH3:4])([CH3:3])[CH3:2].C[Si]([C:20]#[N:21])(C)C.CN(C)C, predict the reaction product. The product is: [C:1]([C:5]1[CH:6]=[C:7]2[C:12](=[CH:13][CH:14]=1)[N:11]=[C:10]([C:20]#[N:21])[CH:9]=[CH:8]2)([CH3:4])([CH3:3])[CH3:2]. (4) Given the reactants [CH2:1]1[C:6](=[O:7])[C@@H:5]([OH:8])[C@H:4]([OH:9])[C@@H:3]([OH:10])[C@@H:2]1O, predict the reaction product. The product is: [OH:10][C@@H:3]1[C@@H:4]([OH:9])[C@H:5]([OH:8])[C:6](=[O:7])[CH:1]=[CH:2]1.